This data is from Peptide-MHC class II binding affinity with 134,281 pairs from IEDB. The task is: Regression. Given a peptide amino acid sequence and an MHC pseudo amino acid sequence, predict their binding affinity value. This is MHC class II binding data. (1) The binding affinity (normalized) is 0.179. The peptide sequence is AAPEAARSLASSLPG. The MHC is DRB1_0401 with pseudo-sequence DRB1_0401. (2) The MHC is DRB1_1101 with pseudo-sequence DRB1_1101. The peptide sequence is ALLTSRLTGLALRNR. The binding affinity (normalized) is 0.309. (3) The MHC is HLA-DPA10201-DPB11401 with pseudo-sequence HLA-DPA10201-DPB11401. The peptide sequence is VAEAAGKTKEGVLYV. The binding affinity (normalized) is 0.202. (4) The peptide sequence is IGRIAETILGYNPSA. The MHC is DRB1_0405 with pseudo-sequence DRB1_0405. The binding affinity (normalized) is 0.316. (5) The peptide sequence is KINDKCPSTGEAHLA. The MHC is DRB1_1101 with pseudo-sequence DRB1_1101. The binding affinity (normalized) is 0.115. (6) The peptide sequence is SHNVQGATVAVDCRP. The MHC is DRB1_1501 with pseudo-sequence DRB1_1501. The binding affinity (normalized) is 0.0124. (7) The MHC is DRB1_0405 with pseudo-sequence DRB1_0405. The binding affinity (normalized) is 0.435. The peptide sequence is KTAVQMAVFIHNFKR.